From a dataset of Reaction yield outcomes from USPTO patents with 853,638 reactions. Predict the reaction yield, written as a fraction of the theoretical maximum amount of product (1.0 means a 100% yield; for example, 0.34 means a 34% yield). (1) The reactants are [OH:1][C:2]1[CH:7]=[CH:6][C:5]([C:8]([C:10]2[CH:15]=[CH:14][C:13]([I:16])=[CH:12][CH:11]=2)=O)=[CH:4][CH:3]=1.[CH3:17][C:18]1([CH3:27])[CH2:23][C:22]([CH3:25])([CH3:24])[CH2:21][C:20](=O)[CH2:19]1.C([O-])([O-])=O.[K+].[K+]. The product is [I:16][C:13]1[CH:14]=[CH:15][C:10]([C:8](=[C:20]2[CH2:21][C:22]([CH3:25])([CH3:24])[CH2:23][C:18]([CH3:27])([CH3:17])[CH2:19]2)[C:5]2[CH:6]=[CH:7][C:2]([OH:1])=[CH:3][CH:4]=2)=[CH:11][CH:12]=1. The catalyst is C1COCC1.[Zn].Cl[Ti](Cl)(Cl)Cl. The yield is 0.550. (2) The reactants are [CH3:1][O:2][C:3]([C:5]1[CH:10]=[CH:9][C:8]([N:11]2[CH2:16][CH2:15][CH2:14][CH2:13][CH:12]2[C:17](OC)=[O:18])=[C:7]([N+:21]([O-])=O)[CH:6]=1)=[O:4].Cl. The yield is 0.880. The product is [O:18]=[C:17]1[NH:21][C:7]2[CH:6]=[C:5]([C:3]([O:2][CH3:1])=[O:4])[CH:10]=[CH:9][C:8]=2[N:11]2[CH2:16][CH2:15][CH2:14][CH2:13][CH:12]12. The catalyst is CCOC(C)=O.[Zn]. (3) The reactants are Br[CH2:2][C:3]([C:5]1[CH:10]=[CH:9][C:8]([Br:11])=[CH:7][CH:6]=1)=[O:4].C1N2CN3CN(C2)C[N:13]1C3.Cl. The catalyst is C1(C)C=CC=CC=1.C(O)C. The product is [NH2:13][CH2:2][C:3]([C:5]1[CH:10]=[CH:9][C:8]([Br:11])=[CH:7][CH:6]=1)=[O:4]. The yield is 0.920. (4) The reactants are [CH3:1][O:2][C:3]([C@@H:5]([N:13]1[CH2:21][C:17]2[CH:18]=[CH:19][S:20][C:16]=2[CH2:15][CH2:14]1)[C:6]1[CH:7]=[CH:8][CH:9]=[CH:10][C:11]=1[Cl:12])=[O:4].[S:22](=[O:26])(=[O:25])([OH:24])[OH:23]. The catalyst is C(OCC)(=O)C.C1CCCCC1. The product is [CH3:1][O:2][C:3]([C@@H:5]([N:13]1[CH2:21][C:17]2[CH:18]=[CH:19][S:20][C:16]=2[CH2:15][CH2:14]1)[C:6]1[CH:7]=[CH:8][CH:9]=[CH:10][C:11]=1[Cl:12])=[O:4].[OH:25][S:22]([OH:26])(=[O:24])=[O:23]. The yield is 0.920. (5) The reactants are C(Cl)(=O)C(Cl)=O.CS(C)=O.[F:11][CH2:12][CH2:13][OH:14].[N+:15]([CH2:18][CH2:19][CH2:20][C:21]([NH2:23])=[O:22])([O-:17])=[O:16]. The product is [F:11][CH2:12][CH:13]([OH:14])[CH:18]([N+:15]([O-:17])=[O:16])[CH2:19][CH2:20][C:21]([NH2:23])=[O:22]. The yield is 0.410. The catalyst is ClCCl.C(Cl)Cl.C1COCC1.CCN(CC)CC. (6) The reactants are [CH2:1]([C@@H:8]1[NH:17][C:16]2[C:11](=[CH:12][CH:13]=[CH:14][CH:15]=2)[NH:10][C:9]1=O)[C:2]1[CH:7]=[CH:6][CH:5]=[CH:4][CH:3]=1.[F:19][C:20]([F:32])([S:24][C:25]1[CH:30]=[CH:29][C:28]([F:31])=[CH:27][CH:26]=1)[C:21]([OH:23])=O.P(Cl)(Cl)(Cl)=[O:34].N1C=C[CH:41]=[CH:40][CH:39]=1. No catalyst specified. The product is [C:1]1([C:2]2[CH:3]=[CH:4][CH:5]=[CH:6][CH:7]=2)[CH:41]=[CH:40][CH:39]=[C:9]([NH:10][C:11](=[O:34])[CH2:12][CH2:13][CH2:14][CH2:15][CH2:16][NH:17][C:21](=[O:23])[C:20]([F:19])([F:32])[S:24][C:25]2[CH:30]=[CH:29][C:28]([F:31])=[CH:27][CH:26]=2)[CH:8]=1. The yield is 0.780. (7) The reactants are [F:1][C:2]1[CH:7]=[CH:6][C:5]([N:8]2[C:12]([CH:13]([CH3:15])[CH3:14])=[C:11]([NH2:16])[CH:10]=[N:9]2)=[CH:4][CH:3]=1.[CH3:17][C:18]1[N:19]([CH:27]2[CH2:31][CH2:30][O:29]C2=O)[CH:20]=[C:21]([C:23]([F:26])([F:25])[F:24])[N:22]=1.C[Al](C)C. The catalyst is [OH-].[NH4+]. The product is [F:1][C:2]1[CH:3]=[CH:4][C:5]([N:8]2[C:12]([CH:13]([CH3:14])[CH3:15])=[C:11]([NH:16][CH:27]([N:19]3[CH:20]=[C:21]([C:23]([F:25])([F:26])[F:24])[N:22]=[C:18]3[CH3:17])[CH2:31][CH2:30][OH:29])[CH:10]=[N:9]2)=[CH:6][CH:7]=1. The yield is 0.240. (8) The reactants are [F:1][C:2]1[CH:3]=[C:4]2[C:8](=[CH:9][C:10]=1[NH:11][C:12]([CH:14]([O:16]C(=O)C)[CH3:15])=[O:13])[NH:7][C:6](=[O:20])[CH2:5]2.[OH-].[Na+]. The catalyst is CO.O. The product is [F:1][C:2]1[CH:3]=[C:4]2[C:8](=[CH:9][C:10]=1[NH:11][C:12](=[O:13])[C@@H:14]([OH:16])[CH3:15])[NH:7][C:6](=[O:20])[CH2:5]2. The yield is 0.420. (9) No catalyst specified. The reactants are [Cl:1][C:2]1[CH:3]=[C:4]2[C:9](=[CH:10][C:11]=1[Cl:12])[CH:8]=[N+:7]([O-])[CH:6]=[CH:5]2.C(OC(=O)C)(=[O:16])C. The yield is 0.920. The product is [Cl:1][C:2]1[CH:3]=[C:4]2[C:9](=[CH:10][C:11]=1[Cl:12])[C:8](=[O:16])[NH:7][CH:6]=[CH:5]2.